From a dataset of Forward reaction prediction with 1.9M reactions from USPTO patents (1976-2016). Predict the product of the given reaction. (1) Given the reactants [CH2:1]([N:8]1[CH2:24][CH2:23][C:12]2=[C:13]([CH2:20][CH2:21][OH:22])[C:14]3[CH:15]=[CH:16][CH:17]=[CH:18][C:19]=3[N:11]2[CH2:10][CH2:9]1)[C:2]1[CH:7]=[CH:6][CH:5]=[CH:4][CH:3]=1.[C:25]1(O)[CH:30]=[CH:29][CH:28]=[CH:27][CH:26]=1.C1(P(C2C=CC=CC=2)C2C=CC=CC=2)C=CC=CC=1.CCOC(/N=N/C(OCC)=O)=O, predict the reaction product. The product is: [CH2:1]([N:8]1[CH2:24][CH2:23][C:12]2=[C:13]([CH2:20][CH2:21][O:22][C:25]3[CH:30]=[CH:29][CH:28]=[CH:27][CH:26]=3)[C:14]3[CH:15]=[CH:16][CH:17]=[CH:18][C:19]=3[N:11]2[CH2:10][CH2:9]1)[C:2]1[CH:7]=[CH:6][CH:5]=[CH:4][CH:3]=1. (2) Given the reactants [CH3:1][N:2]([CH3:22])[C:3]1[CH:4]=[CH:5][C:6]([NH:9][C:10](=[O:21])[CH2:11][C:12]2[CH:17]=[CH:16][C:15]([OH:18])=[CH:14][C:13]=2[O:19][CH3:20])=[N:7][CH:8]=1.Cl[C:24]1[C:33]2[C:28](=[CH:29][C:30]([O:36][CH2:37][CH2:38][O:39][CH3:40])=[C:31]([O:34][CH3:35])[CH:32]=2)[N:27]=[CH:26][N:25]=1, predict the reaction product. The product is: [CH3:22][N:2]([CH3:1])[C:3]1[CH:4]=[CH:5][C:6]([NH:9][C:10](=[O:21])[CH2:11][C:12]2[CH:17]=[CH:16][C:15]([O:18][C:24]3[C:33]4[C:28](=[CH:29][C:30]([O:36][CH2:37][CH2:38][O:39][CH3:40])=[C:31]([O:34][CH3:35])[CH:32]=4)[N:27]=[CH:26][N:25]=3)=[CH:14][C:13]=2[O:19][CH3:20])=[N:7][CH:8]=1.